Dataset: Reaction yield outcomes from USPTO patents with 853,638 reactions. Task: Predict the reaction yield, written as a fraction of the theoretical maximum amount of product (1.0 means a 100% yield; for example, 0.34 means a 34% yield). (1) The reactants are C(O)(C(F)(F)F)=O.[CH2:8]([O:49][CH:50]1[C@H:54]2[C@H:55](OC3CCCCO3)[N:56](C(OC(C)(C)C)=O)[C:57]3[CH:64]=[CH:63][C:62]([O:65][CH3:66])=[CH:61][C:58]=3[C:59](=[O:60])[N:53]2[CH2:52][CH2:51]1)[CH2:9][CH2:10][CH2:11][CH2:12][CH2:13][CH2:14][CH2:15][CH2:16][O:17][CH:18]1[C@H:22]2[C@H:23](OC3CCCCO3)[N:24](C(OC(C)(C)C)=O)[C:25]3[CH:32]=[CH:31][C:30]([O:33][CH3:34])=[CH:29][C:26]=3[C:27](=[O:28])[N:21]2[CH2:20][CH2:19]1.C([O-])(O)=O.[Na+]. The catalyst is CO.C(Cl)(Cl)Cl. The product is [CH2:16]([O:17][CH:18]1[C@@H:22]2[CH:23]=[N:24][C:25]3[CH:32]=[CH:31][C:30]([O:33][CH3:34])=[CH:29][C:26]=3[C:27](=[O:28])[N:21]2[CH2:20][CH2:19]1)[CH2:15][CH2:14][CH2:13][CH2:12][CH2:11][CH2:10][CH2:9][CH2:8][O:49][CH:50]1[C@@H:54]2[CH:55]=[N:56][C:57]3[CH:64]=[CH:63][C:62]([O:65][CH3:66])=[CH:61][C:58]=3[C:59](=[O:60])[N:53]2[CH2:52][CH2:51]1. The yield is 0.830. (2) The product is [CH3:1][C:2]1[CH:3]=[C:4]([CH:39]=[CH:40][CH:41]=1)[CH2:5][N:6]1[CH:10]=[C:9]([C:11]2[C:19]3[C:14](=[N:15][CH:16]=[C:17]([C:20]4[CH:21]=[CH:22][C:23]([CH:26]5[CH2:27][CH2:28][NH:29][CH2:30][CH2:31]5)=[CH:24][CH:25]=4)[CH:18]=3)[NH:13][CH:12]=2)[CH:8]=[N:7]1. The reactants are [CH3:1][C:2]1[CH:3]=[C:4]([CH:39]=[CH:40][CH:41]=1)[CH2:5][N:6]1[CH:10]=[C:9]([C:11]2[C:19]3[C:14](=[N:15][CH:16]=[C:17]([C:20]4[CH:25]=[CH:24][C:23]([CH:26]5[CH2:31][CH2:30][N:29](C(OC(C)(C)C)=O)[CH2:28][CH2:27]5)=[CH:22][CH:21]=4)[CH:18]=3)[NH:13][CH:12]=2)[CH:8]=[N:7]1. The catalyst is C(O)(C(F)(F)F)=O.C1(C)C=CC=CC=1. The yield is 0.270. (3) The reactants are [CH3:1][O:2][CH2:3][CH2:4][N:5]1[CH2:9][C@@H:8]([C:10]2[CH:15]=[CH:14][N:13]=[CH:12][CH:11]=2)[C@H:7](C([O-])=O)[CH2:6]1.[Li+].CC[N:22]([CH:26](C)C)C(C)C.C1(P(N=[N+]=[N-])(C2C=CC=CC=2)=[O:36])C=CC=CC=1.[CH2:46]([OH:53])[C:47]1[CH:52]=[CH:51][CH:50]=[CH:49][CH:48]=1. The catalyst is C1(C)C=CC=CC=1.CN(C=O)C. The product is [CH3:1][O:2][CH2:3][CH2:4][N:5]1[CH2:9][C@@H:8]([C:10]2[CH:11]=[CH:12][N:13]=[CH:14][CH:15]=2)[C@H:7]([NH:22][C:26](=[O:36])[O:53][CH2:46][C:47]2[CH:52]=[CH:51][CH:50]=[CH:49][CH:48]=2)[CH2:6]1. The yield is 0.320. (4) The reactants are [C:1]([OH:22])(=O)[CH2:2][CH2:3][CH2:4][CH2:5][CH2:6][CH2:7][CH2:8][CH2:9][CH2:10][CH:11]=[CH:12][CH2:13][CH:14]=[CH:15][CH2:16][CH2:17][CH2:18][CH2:19][CH3:20].Cl.C[NH:25]OC.C1C=NC2N(O)N=NC=2C=1.CCN(CC)CC.C(Cl)CCl. The catalyst is C(Cl)Cl. The product is [C:1]([NH2:25])(=[O:22])[CH2:2][CH2:3][CH2:4][CH2:5][CH2:6][CH2:7][CH2:8][CH2:9][CH2:10][CH:11]=[CH:12][CH2:13][CH:14]=[CH:15][CH2:16][CH2:17][CH2:18][CH2:19][CH3:20]. The yield is 0.930. (5) The reactants are [CH:1]1([N:5]2[CH2:10][CH2:9][N:8]([C:11]([C:13]3[CH:14]=[C:15]4[C:19](=[CH:20][CH:21]=3)[NH:18][C:17]([C:22]([N:24]3[CH2:29][CH2:28][S:27](=[O:31])(=[O:30])[CH2:26][CH2:25]3)=[O:23])=[CH:16]4)=[O:12])[CH2:7][CH2:6]2)[CH2:4][CH2:3][CH2:2]1.[CH3:32][S:33]([C:36]1[CH:41]=[CH:40][C:39](B(O)O)=[CH:38][CH:37]=1)(=[O:35])=[O:34].N1C=CC=CC=1. The catalyst is ClCCl.C([O-])(=O)C.[Cu+2].C([O-])(=O)C. The product is [CH:1]1([N:5]2[CH2:6][CH2:7][N:8]([C:11]([C:13]3[CH:14]=[C:15]4[C:19](=[CH:20][CH:21]=3)[N:18]([C:39]3[CH:40]=[CH:41][C:36]([S:33]([CH3:32])(=[O:35])=[O:34])=[CH:37][CH:38]=3)[C:17]([C:22]([N:24]3[CH2:29][CH2:28][S:27](=[O:30])(=[O:31])[CH2:26][CH2:25]3)=[O:23])=[CH:16]4)=[O:12])[CH2:9][CH2:10]2)[CH2:2][CH2:3][CH2:4]1. The yield is 0.410. (6) The reactants are [C:1]([C:3]1[CH:4]=[C:5](Br)[CH:6]=[C:7]([F:9])[CH:8]=1)#[N:2].[NH:11]1[C:19]2[C:14](=[CH:15][CH:16]=[CH:17][CH:18]=2)[C:13]2([CH:23](B(O)O)[CH2:22][CH2:21][CH2:20]2)[C:12]1=[O:27].C(=O)([O-])[O-].[Na+].[Na+].[OH-].[Na+]. The catalyst is COCCOC.O.C1C=CC([P]([Pd]([P](C2C=CC=CC=2)(C2C=CC=CC=2)C2C=CC=CC=2)([P](C2C=CC=CC=2)(C2C=CC=CC=2)C2C=CC=CC=2)[P](C2C=CC=CC=2)(C2C=CC=CC=2)C2C=CC=CC=2)(C2C=CC=CC=2)C2C=CC=CC=2)=CC=1. The product is [C:1]([C:3]1[CH:4]=[C:5]([C:16]2[CH:15]=[C:14]3[C:19](=[CH:18][CH:17]=2)[NH:11][C:12](=[O:27])[C:13]23[CH2:23][CH2:22][CH2:21][CH2:20]2)[CH:6]=[C:7]([F:9])[CH:8]=1)#[N:2]. The yield is 0.440.